Dataset: Forward reaction prediction with 1.9M reactions from USPTO patents (1976-2016). Task: Predict the product of the given reaction. (1) The product is: [CH3:9][NH:8][C:10]1[N:15]=[C:14]([CH2:16][CH2:17][O:33][C:34]2[CH:35]=[CH:36][C:37]3[CH2:43][CH:42]([CH2:44][C:45]([OH:47])=[O:46])[C:41]4[CH:50]=[CH:51][CH:52]=[CH:53][C:40]=4[O:39][C:38]=3[CH:54]=2)[CH:13]=[CH:12][CH:11]=1. Given the reactants C(OC([N:8]([C:10]1[N:15]=[C:14]([CH:16](O)[CH3:17])[CH:13]=[CH:12][CH:11]=1)[CH3:9])=O)(C)(C)C.N(C(OC(C)C)=O)=NC(OC(C)C)=O.[OH:33][C:34]1[CH:35]=[CH:36][C:37]2[CH2:43][CH:42]([CH2:44][C:45]([O:47]CC)=[O:46])[C:41]3[CH:50]=[CH:51][CH:52]=[CH:53][C:40]=3[O:39][C:38]=2[CH:54]=1.C1(P(C2C=CC=CC=2)C2C=CC=CC=2)C=CC=CC=1, predict the reaction product. (2) Given the reactants [NH2:1][CH2:2][C:3]1[CH:4]=[C:5]([CH2:9][N:10]2[C:18]3[C:13](=[C:14]([O:20][CH3:21])[C:15]([F:19])=[CH:16][CH:17]=3)[C:12]([NH:22][S:23]([C:26]3[S:27][C:28]([Cl:31])=[CH:29][CH:30]=3)(=[O:25])=[O:24])=[N:11]2)[CH:6]=[CH:7][CH:8]=1.CN(C(ON1N=NC2C=CC=NC1=2)=[N+](C)C)C.F[P-](F)(F)(F)(F)F.CCN(C(C)C)C(C)C.[C:65](O)(=[O:67])[CH3:66], predict the reaction product. The product is: [Cl:31][C:28]1[S:27][C:26]([S:23]([NH:22][C:12]2[C:13]3[C:18](=[CH:17][CH:16]=[C:15]([F:19])[C:14]=3[O:20][CH3:21])[N:10]([CH2:9][C:5]3[CH:4]=[C:3]([CH2:2][NH:1][C:65](=[O:67])[CH3:66])[CH:8]=[CH:7][CH:6]=3)[N:11]=2)(=[O:25])=[O:24])=[CH:30][CH:29]=1.